From a dataset of Forward reaction prediction with 1.9M reactions from USPTO patents (1976-2016). Predict the product of the given reaction. (1) Given the reactants CC(C1C=C(C(C)C)C(C2C=CC=CC=2P(C2CCCCC2)C2CCCCC2)=C(C(C)C)C=1)C.Cl[C:36]1[CH:37]=[CH:38][C:39]2[N:45]3[CH2:46][C@H:42]([CH2:43][CH2:44]3)[N:41]([C:47]([NH:49][C:50]3[CH:55]=[N:54][CH:53]=[CH:52][N:51]=3)=[O:48])[C:40]=2[N:56]=1.[F:57][C:58]1[C:59]([C:73]#[N:74])=[N:60][CH:61]=[C:62](B2OC(C)(C)C(C)(C)O2)[CH:63]=1.P([O-])(O)(O)=O.[K+], predict the reaction product. The product is: [C:73]([C:59]1[N:60]=[CH:61][C:62]([C:36]2[CH:37]=[CH:38][C:39]3[N:45]4[CH2:46][C@H:42]([CH2:43][CH2:44]4)[N:41]([C:47]([NH:49][C:50]4[CH:55]=[N:54][CH:53]=[CH:52][N:51]=4)=[O:48])[C:40]=3[N:56]=2)=[CH:63][C:58]=1[F:57])#[N:74]. (2) Given the reactants Cl[C:2]1[C:3]2[CH:11]=[CH:10][C:9]([Cl:12])=[N:8][C:4]=2[N:5]=[CH:6][N:7]=1.[NH2:13][C:14]1[CH:19]=[CH:18][CH:17]=[CH:16][CH:15]=1, predict the reaction product. The product is: [Cl:12][C:9]1[CH:10]=[CH:11][C:3]2[C:2]([NH:13][C:14]3[CH:19]=[CH:18][CH:17]=[CH:16][CH:15]=3)=[N:7][CH:6]=[N:5][C:4]=2[N:8]=1.